Dataset: Forward reaction prediction with 1.9M reactions from USPTO patents (1976-2016). Task: Predict the product of the given reaction. (1) Given the reactants [CH2:1]([O:8][N:9]1[C:14]2[N:15]=[CH:16][N:17]=[C:18]([CH3:19])[C:13]=2[C:12](O)=[CH:11][C:10]1=[O:21])[C:2]1[CH:7]=[CH:6][CH:5]=[CH:4][CH:3]=1.[CH2:22]([N:24]([CH2:27][CH3:28])[CH2:25]C)C, predict the reaction product. The product is: [CH2:1]([O:8][N:9]1[C:14]2[N:15]=[CH:16][N:17]=[C:18]([CH3:19])[C:13]=2[C:12]([NH:9][CH2:14][C:13]2[CH:12]=[CH:11][CH:28]=[C:27]([N:24]([CH3:22])[CH3:25])[CH:18]=2)=[CH:11][C:10]1=[O:21])[C:2]1[CH:7]=[CH:6][CH:5]=[CH:4][CH:3]=1. (2) Given the reactants Br[C:2]1[CH:7]=[CH:6][C:5]([C@@H:8]([N:10]2[CH2:15][CH2:14][C@@:13]([CH2:21][CH:22]3[CH2:24][CH2:23]3)([CH2:16][C:17]([OH:20])([CH3:19])[CH3:18])[O:12][C:11]2=[O:25])[CH3:9])=[CH:4][CH:3]=1.[CH3:26][C:27]1([CH3:43])[C:31]([CH3:33])([CH3:32])[O:30][B:29]([B:29]2[O:30][C:31]([CH3:33])([CH3:32])[C:27]([CH3:43])([CH3:26])[O:28]2)[O:28]1.C([O-])(=O)C.[K+], predict the reaction product. The product is: [CH:22]1([CH2:21][C@:13]2([CH2:16][C:17]([OH:20])([CH3:19])[CH3:18])[O:12][C:11](=[O:25])[N:10]([C@H:8]([C:5]3[CH:6]=[CH:7][C:2]([B:29]4[O:30][C:31]([CH3:33])([CH3:32])[C:27]([CH3:43])([CH3:26])[O:28]4)=[CH:3][CH:4]=3)[CH3:9])[CH2:15][CH2:14]2)[CH2:24][CH2:23]1. (3) Given the reactants [F:1][C:2]([F:16])([F:15])[C:3]1[CH:8]=[CH:7][C:6]([CH2:9][C:10]([O:12][CH2:13][CH3:14])=[O:11])=[CH:5][CH:4]=1.C[Si]([N-][Si](C)(C)C)(C)C.[Li+].Br[CH2:28][C:29]#[N:30], predict the reaction product. The product is: [C:29]([CH2:28][CH:9]([C:6]1[CH:5]=[CH:4][C:3]([C:2]([F:15])([F:16])[F:1])=[CH:8][CH:7]=1)[C:10]([O:12][CH2:13][CH3:14])=[O:11])#[N:30]. (4) The product is: [CH3:26][O:25][C:3]1[CH:4]=[C:5]([CH:23]=[CH:24][C:2]=1[NH:1][S:28]([CH3:27])(=[O:30])=[O:29])[C:6]([C:8]1[N:16]2[C:11]([CH:12]=[CH:13][CH:14]=[CH:15]2)=[C:10]([C:17]([O:19][CH2:20][CH3:21])=[O:18])[C:9]=1[CH3:22])=[O:7]. Given the reactants [NH2:1][C:2]1[CH:24]=[CH:23][C:5]([C:6]([C:8]2[N:16]3[C:11]([CH:12]=[CH:13][CH:14]=[CH:15]3)=[C:10]([C:17]([O:19][CH2:20][CH3:21])=[O:18])[C:9]=2[CH3:22])=[O:7])=[CH:4][C:3]=1[O:25][CH3:26].[CH3:27][S:28](Cl)(=[O:30])=[O:29], predict the reaction product. (5) Given the reactants [NH2:1][C@H:2]([C:4]([OH:6])=[O:5])[CH3:3].Cl[CH2:8][C:9](Cl)=[O:10].[OH-].[Na+].Cl, predict the reaction product. The product is: [CH3:3][CH:2]1[C:4](=[O:6])[O:5][CH2:8][C:9](=[O:10])[NH:1]1. (6) Given the reactants [Cl:1][C:2]1[C:3]([O:30][C@H:31]2[CH2:36][C:35]([F:38])([F:37])[CH2:34][CH2:33][C@@H:32]2[C:39]2[N:43]([CH3:44])[N:42]=CC=2)=[CH:4][C:5]([F:29])=[C:6]([S:8]([N:11](CC2C=CC(OC)=CC=2OC)[C:12]2[CH:17]=[CH:16][N:15]=[CH:14]N=2)(=[O:10])=[O:9])[CH:7]=1.C([SiH]([CH2:50][CH3:51])CC)C.F[C:53](F)(F)C(O)=O, predict the reaction product. The product is: [Cl:1][C:2]1[C:3]([O:30][C@H:31]2[CH2:36][C:35]([F:38])([F:37])[CH2:34][CH2:33][C@@H:32]2[C:39]2[N:43]([CH3:44])[N:42]=[CH:51][CH:50]=2)=[CH:4][C:5]([F:29])=[C:6]([S:8]([NH:11][C:12]2[CH:53]=[CH:14][N:15]=[CH:16][CH:17]=2)(=[O:9])=[O:10])[CH:7]=1. (7) Given the reactants [C:1]([O:5][C:6]([N:8]1[CH2:13][CH2:12][C:11]2[N:14]([CH2:21][C:22]3[CH:27]=[CH:26][C:25]([O:28][CH3:29])=[CH:24][CH:23]=3)[N:15]=[C:16]([CH:17]=[CH:18][CH2:19][CH3:20])[C:10]=2[CH2:9]1)=[O:7])([CH3:4])([CH3:3])[CH3:2], predict the reaction product. The product is: [C:1]([O:5][C:6]([N:8]1[CH2:13][CH2:12][C:11]2[N:14]([CH2:21][C:22]3[CH:23]=[CH:24][C:25]([O:28][CH3:29])=[CH:26][CH:27]=3)[N:15]=[C:16]([CH2:17][CH2:18][CH2:19][CH3:20])[C:10]=2[CH2:9]1)=[O:7])([CH3:2])([CH3:3])[CH3:4]. (8) Given the reactants Br[CH2:2][CH2:3][CH2:4][N:5]1[C:9]2[CH:10]=[CH:11][CH:12]=[CH:13][C:8]=2[N:7]([C:14]2[CH:19]=[CH:18][CH:17]=[C:16]([CH3:20])[CH:15]=2)[S:6]1(=[O:22])=[O:21].[CH3:23][NH2:24], predict the reaction product. The product is: [CH3:23][NH:24][CH2:2][CH2:3][CH2:4][N:5]1[C:9]2[CH:10]=[CH:11][CH:12]=[CH:13][C:8]=2[N:7]([C:14]2[CH:19]=[CH:18][CH:17]=[C:16]([CH3:20])[CH:15]=2)[S:6]1(=[O:22])=[O:21]. (9) Given the reactants [H-].[Na+].[Cl:3][C:4]1[C:12]2[N:11]=[C:10]3[N:13]([C:17]4[CH:18]=[N:19][C:20]([N:24]([CH3:26])[CH3:25])=[CH:21][C:22]=4[CH3:23])[CH2:14][CH2:15][CH2:16][N:9]3[C:8]=2[C:7]([CH:27]([OH:30])[CH2:28][CH3:29])=[CH:6][CH:5]=1.[CH2:31](I)[CH3:32], predict the reaction product. The product is: [Cl:3][C:4]1[C:12]2[N:11]=[C:10]3[N:13]([C:17]4[C:22]([CH3:23])=[CH:21][C:20]([N:24]([CH3:25])[CH3:26])=[N:19][CH:18]=4)[CH2:14][CH2:15][CH2:16][N:9]3[C:8]=2[C:7]([CH:27]([O:30][CH2:31][CH3:32])[CH2:28][CH3:29])=[CH:6][CH:5]=1. (10) Given the reactants [Cl-].O[NH3+:3].[C:4](=[O:7])([O-])[OH:5].[Na+].CS(C)=O.[OH:13][C:14]([CH3:54])([CH3:53])[CH:15]([CH3:52])[O:16][C@H:17]1[CH2:22][CH2:21][C@H:20]([N:23]2[C:28](=[O:29])[C:27]([CH2:30][C:31]3[CH:36]=[CH:35][C:34]([C:37]4[C:38]([C:43]#[N:44])=[CH:39][CH:40]=[CH:41][CH:42]=4)=[CH:33][CH:32]=3)=[C:26]([CH2:45][CH2:46][CH3:47])[N:25]3[N:48]=[C:49]([CH3:51])[N:50]=[C:24]23)[CH2:19][CH2:18]1, predict the reaction product. The product is: [OH:13][C:14]([CH3:53])([CH3:54])[CH:15]([CH3:52])[O:16][C@H:17]1[CH2:22][CH2:21][C@H:20]([N:23]2[C:28](=[O:29])[C:27]([CH2:30][C:31]3[CH:36]=[CH:35][C:34]([C:37]4[CH:42]=[CH:41][CH:40]=[CH:39][C:38]=4[C:43]4[NH:3][C:4](=[O:7])[O:5][N:44]=4)=[CH:33][CH:32]=3)=[C:26]([CH2:45][CH2:46][CH3:47])[N:25]3[N:48]=[C:49]([CH3:51])[N:50]=[C:24]23)[CH2:19][CH2:18]1.